This data is from Reaction yield outcomes from USPTO patents with 853,638 reactions. The task is: Predict the reaction yield, written as a fraction of the theoretical maximum amount of product (1.0 means a 100% yield; for example, 0.34 means a 34% yield). (1) The product is [CH2:11]([O:18][CH2:19][CH:20]=[O:21])[C:12]1[CH:17]=[CH:16][CH:15]=[CH:14][CH:13]=1. The reactants are CS(C)=O.C(Cl)(=O)C(Cl)=O.[CH2:11]([O:18][CH2:19][CH2:20][OH:21])[C:12]1[CH:17]=[CH:16][CH:15]=[CH:14][CH:13]=1.CCN(CC)CC. The yield is 0.860. The catalyst is C(Cl)Cl.O. (2) The product is [CH:23]([NH:22][C:20]1[O:21][C:17]([C:14]2[CH:15]=[C:16]3[C:11](=[CH:12][CH:13]=2)[NH:10][CH:9]=[C:8]3[C:6]2[CH:5]=[CH:4][N:3]=[C:2]([NH:39][CH:36]([CH3:38])[CH3:37])[N:7]=2)=[N:18][N:19]=1)([CH3:25])[CH3:24]. The catalyst is CN1C(=O)CCC1. The reactants are Cl[C:2]1[N:7]=[C:6]([C:8]2[C:16]3[C:11](=[CH:12][CH:13]=[C:14]([C:17]4[O:21][C:20]([NH:22][CH:23]([CH3:25])[CH3:24])=[N:19][N:18]=4)[CH:15]=3)[N:10](S(C3C=CC(C)=CC=3)(=O)=O)[CH:9]=2)[CH:5]=[CH:4][N:3]=1.[CH:36]([NH2:39])([CH3:38])[CH3:37].[OH-].[Na+]. The yield is 0.391. (3) The reactants are [Cl:1][C:2]1[CH:7]=[C:6]([N:8]2[CH2:13][C@@H:12]([CH3:14])[NH:11][C@@H:10]([CH3:15])[CH2:9]2)[N:5]=[CH:4][N:3]=1.CCN(C(C)C)C(C)C.[C:25](Cl)(=[O:27])[CH3:26].C([O-])(O)=O.[Na+]. The catalyst is C(Cl)Cl. The product is [Cl:1][C:2]1[N:3]=[CH:4][N:5]=[C:6]([N:8]2[CH2:13][C@@H:12]([CH3:14])[N:11]([C:25](=[O:27])[CH3:26])[C@@H:10]([CH3:15])[CH2:9]2)[CH:7]=1. The yield is 0.982. (4) The reactants are [CH3:1][N:2]1[C:10]2[C:5](=[CH:6][CH:7]=[CH:8][CH:9]=2)[CH:4]=[C:3]1[C:11]([OH:13])=O.[NH2:14][C@H:15]([C:23]([NH:25][C@H:26]([CH:39]=[O:40])[CH2:27][C:28](=[N:34][NH:35][C:36]([NH2:38])=[O:37])[O:29][C:30]([CH3:33])([CH3:32])[CH3:31])=[O:24])[CH2:16][C:17]1[CH:22]=[CH:21][CH:20]=[CH:19][CH:18]=1.CCN=C=NCCCN(C)C.CCOCC. The catalyst is C(Cl)Cl.CN(C1C=CN=CC=1)C. The product is [CH3:1][N:2]1[C:10]2[C:5](=[CH:6][CH:7]=[CH:8][CH:9]=2)[CH:4]=[C:3]1[C:11]([NH:14][C@H:15]([C:23]([NH:25][C@H:26]([CH:39]=[O:40])[CH2:27][C:28](=[N:34][NH:35][C:36]([NH2:38])=[O:37])[O:29][C:30]([CH3:32])([CH3:33])[CH3:31])=[O:24])[CH2:16][C:17]1[CH:18]=[CH:19][CH:20]=[CH:21][CH:22]=1)=[O:13]. The yield is 0.820. (5) The reactants are [F:1][C:2]1[CH:7]=[CH:6][C:5]([CH2:8][C:9]2[CH:18]=[C:17]3[C:12]([C:13]([OH:26])=[C:14]([C:21]([O:23]CC)=O)[C:15](=[O:20])[N:16]3[CH3:19])=[N:11][CH:10]=2)=[CH:4][CH:3]=1.Cl.[NH2:28][CH2:29][CH2:30][S:31]([N:34]([CH3:36])[CH3:35])(=[O:33])=[O:32].C(N(CC)CC)C. No catalyst specified. The product is [CH3:35][N:34]([CH3:36])[S:31]([CH2:30][CH2:29][NH:28][C:21]([C:14]1[C:15](=[O:20])[N:16]([CH3:19])[C:17]2[C:12]([C:13]=1[OH:26])=[N:11][CH:10]=[C:9]([CH2:8][C:5]1[CH:4]=[CH:3][C:2]([F:1])=[CH:7][CH:6]=1)[CH:18]=2)=[O:23])(=[O:33])=[O:32]. The yield is 0.490.